From a dataset of Forward reaction prediction with 1.9M reactions from USPTO patents (1976-2016). Predict the product of the given reaction. (1) The product is: [CH3:12][C:11]([CH3:14])([CH3:13])[CH2:10][C:7]1[CH:8]=[CH:9][C:2]([N:21]2[CH2:25][CH2:24][CH:23]([OH:26])[CH2:22]2)=[C:3]([CH:6]=1)[C:4]#[N:5]. Given the reactants F[C:2]1[CH:9]=[CH:8][C:7]([CH2:10][C:11]([CH3:14])([CH3:13])[CH3:12])=[CH:6][C:3]=1[C:4]#[N:5].C(=O)([O-])[O-].[K+].[K+].[NH:21]1[CH2:25][CH2:24][CH:23]([OH:26])[CH2:22]1, predict the reaction product. (2) The product is: [OH:17][CH:13]1[CH2:14][CH2:15][CH2:16][N:11]([C:2]2[CH:9]=[CH:8][CH:7]=[CH:6][C:3]=2[C:4]#[N:5])[CH2:12]1. Given the reactants F[C:2]1[CH:9]=[CH:8][CH:7]=[CH:6][C:3]=1[C:4]#[N:5].Cl.[NH:11]1[CH2:16][CH2:15][CH2:14][CH:13]([OH:17])[CH2:12]1.C(=O)([O-])[O-].[K+].[K+], predict the reaction product. (3) The product is: [F:1][C:2]1[CH:3]=[C:4]([NH2:10])[C:5]([NH2:6])=[CH:7][C:8]=1[F:9]. Given the reactants [F:1][C:2]1[C:8]([F:9])=[CH:7][C:5]([NH2:6])=[C:4]([N+:10]([O-])=O)[CH:3]=1, predict the reaction product. (4) Given the reactants [F:1][C:2]1([F:20])[CH2:5][N:4]([C:6]2[C:7]([O:14][CH2:15][C:16]([F:19])([F:18])[F:17])=[CH:8][C:9]([C:12]#[N:13])=[N:10][CH:11]=2)[CH2:3]1.Cl.[NH2:22][OH:23].C(N(CC)CC)C.C(OCC)(=O)C, predict the reaction product. The product is: [F:20][C:2]1([F:1])[CH2:5][N:4]([C:6]2[C:7]([O:14][CH2:15][C:16]([F:17])([F:18])[F:19])=[CH:8][C:9]([C:12](=[N:22][OH:23])[NH2:13])=[N:10][CH:11]=2)[CH2:3]1. (5) Given the reactants [Mg].BrCC.C(NCC)C.[N:10]1[CH:15]=[CH:14][CH:13]=[CH:12][C:11]=1[C:16](=[O:18])[CH3:17].Br[C:20]([CH3:30])([CH3:29])[C:21]([C:23]1[CH:28]=[CH:27][CH:26]=[CH:25][CH:24]=1)=[O:22].OS(O)(=O)=O.CCN(CC)CC, predict the reaction product. The product is: [CH3:29][C:20]([CH3:30])([CH2:17][C:16]([C:11]1[CH:12]=[CH:13][CH:14]=[CH:15][N:10]=1)=[O:18])[C:21]([C:23]1[CH:28]=[CH:27][CH:26]=[CH:25][CH:24]=1)=[O:22]. (6) Given the reactants [Si]([O:18][CH:19]1[CH2:22][N:21]([C:23]2[S:24][CH:25]=[C:26]([CH2:28][N:29]3[C:33](=[O:34])[C:32]4=[CH:35][CH:36]=[CH:37][CH:38]=[C:31]4[C:30]3=[O:39])[N:27]=2)[CH2:20]1)(C(C)(C)C)(C1C=CC=CC=1)C1C=CC=CC=1.[F-].C([N+](CCCC)(CCCC)CCCC)CCC, predict the reaction product. The product is: [C:30]1(=[O:39])[N:29]([CH2:28][C:26]2[N:27]=[C:23]([N:21]3[CH2:20][CH:19]([OH:18])[CH2:22]3)[S:24][CH:25]=2)[C:33](=[O:34])[C:32]2=[CH:35][CH:36]=[CH:37][CH:38]=[C:31]12.